This data is from Full USPTO retrosynthesis dataset with 1.9M reactions from patents (1976-2016). The task is: Predict the reactants needed to synthesize the given product. (1) Given the product [F:35][C:27]1[CH:28]=[C:29]([C:2]2[CH:7]=[N:6][C:5]([O:8][CH2:9][CH:10]3[CH2:15][CH2:14][N:13]([CH2:16][C:17]([F:20])([CH3:19])[CH3:18])[CH2:12][CH2:11]3)=[CH:4][CH:3]=2)[CH:30]=[CH:31][C:26]=1[C:24]([O:23][CH2:21][CH3:22])=[O:25], predict the reactants needed to synthesize it. The reactants are: Br[C:2]1[CH:3]=[CH:4][C:5]([O:8][CH2:9][CH:10]2[CH2:15][CH2:14][N:13]([CH2:16][C:17]([F:20])([CH3:19])[CH3:18])[CH2:12][CH2:11]2)=[N:6][CH:7]=1.[CH2:21]([O:23][C:24]([C:26]1[CH:31]=[CH:30][C:29](B(O)O)=[CH:28][C:27]=1[F:35])=[O:25])[CH3:22].C([O-])([O-])=O.[Cs+].[Cs+]. (2) Given the product [Cl:12][C:11]1[C:6]2[N:7]([C:13]([C:14]3[CH:15]=[C:16]([CH:17]=[CH:18][CH:19]=3)[O:20][C:22]3[CH:23]=[C:24]([S:28]([N:31]([CH2:41][C:42]4[CH:47]=[CH:46][C:45]([O:48][CH3:49])=[CH:44][CH:43]=4)[CH2:32][C:33]4[CH:38]=[CH:37][C:36]([O:39][CH3:40])=[CH:35][CH:34]=4)(=[O:30])=[O:29])[CH:25]=[CH:26][CH:27]=3)=[C:4]([CH:1]([CH3:3])[CH3:2])[N:5]=2)[CH:8]=[CH:9][CH:10]=1, predict the reactants needed to synthesize it. The reactants are: [CH:1]([C:4]1[N:5]=[C:6]2[C:11]([Cl:12])=[CH:10][CH:9]=[CH:8][N:7]2[C:13]=1[C:14]1[CH:15]=[C:16]([OH:20])[CH:17]=[CH:18][CH:19]=1)([CH3:3])[CH3:2].Br[C:22]1[CH:23]=[C:24]([S:28]([N:31]([CH2:41][C:42]2[CH:47]=[CH:46][C:45]([O:48][CH3:49])=[CH:44][CH:43]=2)[CH2:32][C:33]2[CH:38]=[CH:37][C:36]([O:39][CH3:40])=[CH:35][CH:34]=2)(=[O:30])=[O:29])[CH:25]=[CH:26][CH:27]=1.N(CC(O)=O)(C)C.Cl.C(=O)([O-])[O-].[Cs+].[Cs+].